This data is from Experimentally validated miRNA-target interactions with 360,000+ pairs, plus equal number of negative samples. The task is: Binary Classification. Given a miRNA mature sequence and a target amino acid sequence, predict their likelihood of interaction. The miRNA is hsa-miR-4517 with sequence AAAUAUGAUGAAACUCACAGCUGAG. The protein sequence of the target gene is MAEREVETGPRKRFEQKSDAVFDEIVENCGVMDTEMSEDTDHNLTPTLASMSYGMPNQTGSENSLLDEDDYFLNSGDLAGIPVVSSDNEDEQDCSSKDNLVSSVHTDGSLEVERRAAHQESDNENEIQIQNQLKKDFPKQFDQVSVFKSIRKDFCLVRENSKETFSGKEKNRDLTYHEREKRLDKPHKGLDSRLKSSFFDKAANQVEETLHTHLPQNPETNFRDSSYPFASKESIGSELGNSFASNIRIKEEPLDDEYDRAVAPQQGLLDRVKDEPDNAQEYSHGQQQKTQEGELKISAV.... Result: 0 (no interaction).